This data is from Forward reaction prediction with 1.9M reactions from USPTO patents (1976-2016). The task is: Predict the product of the given reaction. (1) Given the reactants C([O:4][C:5]([CH3:7])=[CH2:6])(=O)C.N(OC(C)(C)C)=O.[Cl:15][C:16]1[CH:22]=[C:21]([Cl:23])[CH:20]=[C:19]([Cl:24])[C:17]=1N, predict the reaction product. The product is: [Cl:15][C:16]1[CH:22]=[C:21]([Cl:23])[CH:20]=[C:19]([Cl:24])[C:17]=1[CH2:4][C:5](=[O:6])[CH3:7]. (2) The product is: [Cl:1][C:2]1[CH:7]=[C:6]([C:8]([F:11])([F:10])[F:9])[CH:5]=[C:4]([Cl:12])[C:3]=1[N:13]1[CH:17]=[C:16]([I:22])[N:15]=[N:14]1. Given the reactants [Cl:1][C:2]1[CH:7]=[C:6]([C:8]([F:11])([F:10])[F:9])[CH:5]=[C:4]([Cl:12])[C:3]=1[N:13]1[CH:17]=[C:16]([Si](C)(C)C)[N:15]=[N:14]1.[I:22]I, predict the reaction product.